Dataset: Full USPTO retrosynthesis dataset with 1.9M reactions from patents (1976-2016). Task: Predict the reactants needed to synthesize the given product. (1) Given the product [CH2:7]([O:22][C:21]([C@H:17]1[CH2:18][CH2:19][CH2:20][N:16]1[C:14](=[O:15])[CH2:13][CH2:12][CH2:11][CH2:10][C:9]([N:5]1[CH2:6][CH2:7][CH2:8][C@@H:4]1[C:1]([O:3][CH2:12][CH2:11][CH:10]=[CH2:9])=[O:2])=[O:24])=[O:23])[CH2:8][CH:4]=[CH2:1], predict the reactants needed to synthesize it. The reactants are: [C:1]([C@H:4]1[CH2:8][CH2:7][CH2:6][N:5]1[C:9](=[O:24])[CH2:10][CH2:11][CH2:12][CH2:13][C:14]([N:16]1[CH2:20][CH2:19][CH2:18][C@@H:17]1[C:21]([OH:23])=[O:22])=[O:15])([OH:3])=[O:2]. (2) Given the product [CH:46]12[CH2:54][CH:50]3[CH2:49][CH:48]([CH2:53][CH:52]([CH2:51]3)[CH:45]1[NH:44][C:11]([C:5]1[CH:4]=[N:3][N:2]([CH3:1])[C:6]=1[C:7]([F:10])([F:9])[F:8])=[O:13])[CH2:47]2, predict the reactants needed to synthesize it. The reactants are: [CH3:1][N:2]1[C:6]([C:7]([F:10])([F:9])[F:8])=[C:5]([C:11]([OH:13])=O)[CH:4]=[N:3]1.CCN(C(C)C)C(C)C.[B-](F)(F)(F)F.CN(C(ON1C(=O)CCC1=O)=[N+](C)C)C.Cl.[NH2:44][CH:45]1[CH:52]2[CH2:53][CH:48]3[CH2:49][CH:50]([CH2:54][CH:46]1[CH2:47]3)[CH2:51]2. (3) Given the product [Br:1][C:2]1[CH:22]=[CH:21][C:20]([F:23])=[CH:19][C:3]=1[O:4][CH:5]1[CH2:10][CH2:9][N:8]([C:11]2[CH:15]=[C:14]([C:16]#[N:18])[O:13][N:12]=2)[CH2:7][CH2:6]1, predict the reactants needed to synthesize it. The reactants are: [Br:1][C:2]1[CH:22]=[CH:21][C:20]([F:23])=[CH:19][C:3]=1[O:4][CH:5]1[CH2:10][CH2:9][N:8]([C:11]2[CH:15]=[C:14]([C:16]([NH2:18])=O)[O:13][N:12]=2)[CH2:7][CH2:6]1.CCN(CC)CC.C(OC(C(F)(F)F)=O)(C(F)(F)F)=O. (4) Given the product [Br:1][C:2]1[CH:3]=[CH:4][C:5]([Cl:9])=[C:6]([O:8][CH:11]2[CH2:13][CH2:12]2)[CH:7]=1, predict the reactants needed to synthesize it. The reactants are: [Br:1][C:2]1[CH:3]=[CH:4][C:5]([Cl:9])=[C:6]([OH:8])[CH:7]=1.Br[CH:11]1[CH2:13][CH2:12]1.C(=O)([O-])[O-].[Cs+].[Cs+].Cl. (5) Given the product [C:16]1([CH2:15][CH2:14][CH2:13][CH2:12][CH2:11][O:10][C:8](=[O:9])[NH:7][C@H:3]2[C:4](=[O:6])[O:5][C@@H:2]2[CH2:22][CH3:23])[CH:21]=[CH:20][CH:19]=[CH:18][CH:17]=1, predict the reactants needed to synthesize it. The reactants are: O[C@H:2]([CH2:22][CH3:23])[C@@H:3]([NH:7][C:8]([O:10][CH2:11][CH2:12][CH2:13][CH2:14][CH2:15][C:16]1[CH:21]=[CH:20][CH:19]=[CH:18][CH:17]=1)=[O:9])[C:4]([OH:6])=[O:5].O[C@@H](CC)[C@@H](NC(OCCCCCC1C=CC=CC=1)=O)C(O)=O.CCN(CC)CC.CN(C(ON1N=NC2C=CC=CC1=2)=[N+](C)C)C.[B-](F)(F)(F)F. (6) Given the product [Br:1][C:2]1[CH:11]=[CH:10][C:9]([OH:8])=[C:4]([C:5]2[N:14]([CH3:13])[N:15]=[CH:7][CH:6]=2)[CH:3]=1, predict the reactants needed to synthesize it. The reactants are: [Br:1][C:2]1[CH:3]=[C:4]2[C:9](=[CH:10][CH:11]=1)[O:8][CH:7]=[CH:6][C:5]2=O.[CH3:13][NH:14][NH2:15].B(F)(F)F.CCOCC. (7) Given the product [CH2:9]([O:16][C:17]1[CH:36]=[CH:35][C:20]([CH2:21][C@H:22]([NH:27][C:28](=[O:34])[O:29][C:30]([CH3:31])([CH3:33])[CH3:32])[C@H:23]2[CH2:24][O:25]2)=[CH:19][C:18]=1[F:37])[C:10]1[CH:11]=[CH:12][CH:13]=[CH:14][CH:15]=1, predict the reactants needed to synthesize it. The reactants are: C(OC)(OC)(OC)C.[CH2:9]([O:16][C:17]1[CH:36]=[CH:35][C:20]([CH2:21][C@H:22]([NH:27][C:28](=[O:34])[O:29][C:30]([CH3:33])([CH3:32])[CH3:31])[C@H:23](O)[CH2:24][OH:25])=[CH:19][C:18]=1[F:37])[C:10]1[CH:15]=[CH:14][CH:13]=[CH:12][CH:11]=1.C(N(CC)CC)C.C(Br)(=O)C.[OH-].[K+]. (8) Given the product [CH3:1][O:2][C:3]1[CH:18]=[C:17]2[C:6]([CH2:7][CH2:8][C:9]3([O:16]2)[CH2:10][CH2:11][N:12]([CH3:15])[CH2:13][CH2:14]3)=[CH:5][C:4]=1[NH:19][C:23]1[N:28]=[CH:27][C:26]2=[CH:29][CH:30]=[C:31]([C:32]3[CH:37]=[CH:36][CH:35]=[CH:34][C:33]=3[O:38][CH3:39])[N:25]2[N:24]=1, predict the reactants needed to synthesize it. The reactants are: [CH3:1][O:2][C:3]1[CH:18]=[C:17]2[C:6]([CH2:7][CH2:8][C:9]3([O:16]2)[CH2:14][CH2:13][N:12]([CH3:15])[CH2:11][CH2:10]3)=[CH:5][C:4]=1[NH2:19].CS([C:23]1[N:28]=[CH:27][C:26]2=[CH:29][CH:30]=[C:31]([C:32]3[CH:37]=[CH:36][CH:35]=[CH:34][C:33]=3[O:38][CH3:39])[N:25]2[N:24]=1)=O. (9) Given the product [NH:4]1[C:5]([C:6]2[CH:7]=[C:8]([NH:9][C:22]([C:18]3[CH:17]=[C:16]4[C:21](=[CH:20][CH:19]=3)[NH:13][N:14]=[CH:15]4)=[O:23])[CH:10]=[CH:11][CH:12]=2)=[N:1][N:2]=[N:3]1, predict the reactants needed to synthesize it. The reactants are: [NH:1]1[C:5]([C:6]2[CH:7]=[C:8]([CH:10]=[CH:11][CH:12]=2)[NH2:9])=[N:4][N:3]=[N:2]1.[NH:13]1[C:21]2[C:16](=[CH:17][C:18]([C:22](O)=[O:23])=[CH:19][CH:20]=2)[CH:15]=[N:14]1.